From a dataset of NCI-60 drug combinations with 297,098 pairs across 59 cell lines. Regression. Given two drug SMILES strings and cell line genomic features, predict the synergy score measuring deviation from expected non-interaction effect. (1) Drug 1: C(CC(=O)O)C(=O)CN.Cl. Drug 2: N.N.Cl[Pt+2]Cl. Cell line: KM12. Synergy scores: CSS=33.5, Synergy_ZIP=-6.87, Synergy_Bliss=3.97, Synergy_Loewe=3.93, Synergy_HSA=3.94. (2) Drug 1: C1CC(=O)NC(=O)C1N2CC3=C(C2=O)C=CC=C3N. Drug 2: C1CN1P(=S)(N2CC2)N3CC3. Cell line: OVCAR3. Synergy scores: CSS=0.885, Synergy_ZIP=1.59, Synergy_Bliss=2.89, Synergy_Loewe=1.69, Synergy_HSA=3.14. (3) Drug 2: CC(C)(C#N)C1=CC(=CC(=C1)CN2C=NC=N2)C(C)(C)C#N. Synergy scores: CSS=0.146, Synergy_ZIP=-0.798, Synergy_Bliss=-1.81, Synergy_Loewe=-3.74, Synergy_HSA=-2.97. Drug 1: CC1CCC2CC(C(=CC=CC=CC(CC(C(=O)C(C(C(=CC(C(=O)CC(OC(=O)C3CCCCN3C(=O)C(=O)C1(O2)O)C(C)CC4CCC(C(C4)OC)O)C)C)O)OC)C)C)C)OC. Cell line: M14. (4) Drug 1: CN(C)N=NC1=C(NC=N1)C(=O)N. Drug 2: COC1=C2C(=CC3=C1OC=C3)C=CC(=O)O2. Cell line: TK-10. Synergy scores: CSS=0.401, Synergy_ZIP=-0.691, Synergy_Bliss=-0.744, Synergy_Loewe=-2.34, Synergy_HSA=-1.74.